Dataset: CYP2C9 inhibition data for predicting drug metabolism from PubChem BioAssay. Task: Regression/Classification. Given a drug SMILES string, predict its absorption, distribution, metabolism, or excretion properties. Task type varies by dataset: regression for continuous measurements (e.g., permeability, clearance, half-life) or binary classification for categorical outcomes (e.g., BBB penetration, CYP inhibition). Dataset: cyp2c9_veith. (1) The molecule is Cn1c([N+](=O)[O-])cnc1COC(N)=O. The result is 0 (non-inhibitor). (2) The compound is C/C(=N\NC(=O)c1ccccc1C)c1ccc(NC(=O)c2cccs2)cc1. The result is 1 (inhibitor). (3) The molecule is Cc1noc(C)c1C(=O)N1CCC[C@@]2(CCN(c3cccc(-c4ccccc4)c3)C2)C1. The result is 0 (non-inhibitor).